Dataset: Full USPTO retrosynthesis dataset with 1.9M reactions from patents (1976-2016). Task: Predict the reactants needed to synthesize the given product. (1) Given the product [N+:1]([O-:4])([O-:3])=[O:2].[Ca+2:7].[N+:9]([O-:12])([O-:11])=[O:10].[OH-:15].[Mg+2:5].[OH-:6], predict the reactants needed to synthesize it. The reactants are: [N+:1]([O-:4])([O-:3])=[O:2].[Mg:5].[OH-:6].[Ca+2:7].[OH-].[N+:9]([O-:12])([O-:11])=[O:10].[Mg+2].[N+]([O-])([O-])=[O:15]. (2) Given the product [CH2:16]([N:18]1[CH2:23][CH2:22][N:21]([CH2:2][C:3]2[CH:8]=[CH:7][C:6]([N+:9]([O-:11])=[O:10])=[CH:5][C:4]=2[C:12]([F:15])([F:14])[F:13])[CH2:20][CH2:19]1)[CH3:17], predict the reactants needed to synthesize it. The reactants are: Br[CH2:2][C:3]1[CH:8]=[CH:7][C:6]([N+:9]([O-:11])=[O:10])=[CH:5][C:4]=1[C:12]([F:15])([F:14])[F:13].[CH2:16]([N:18]1[CH2:23][CH2:22][NH:21][CH2:20][CH2:19]1)[CH3:17].CCN(C(C)C)C(C)C. (3) Given the product [CH2:31]([O:26][C:23]1[CH:22]=[CH:21][C:20]([NH:8][C:5]2[CH:4]=[CH:3][C:2]([O:1][CH3:53])=[CH:7][CH:6]=2)=[CH:25][CH:24]=1)[C:30]1[CH:48]=[CH:49][CH:50]=[CH:28][CH:29]=1, predict the reactants needed to synthesize it. The reactants are: [OH:1][C:2]1[CH:7]=[CH:6][C:5]([N:8]([C:20]2[CH:25]=[CH:24][C:23]([OH:26])=[CH:22][CH:21]=2)C(=O)C2C=CC(CCC)=CC=2)=[CH:4][CH:3]=1.F[C:28]1[CH:29]=[C:30]([CH:48]=[CH:49][C:50]=1O)[C:31](N(C1C=CC(F)=CC=1)C1C=CC(O)=CC=1)=O.O[C:53]1C=CC(N(C2C=CC(O)=CC=2)C(=O)C2C=CC=C(C)C=2C)=CC=1.FC1C=C(C=CC=1O)C(N(C1C=CC(O)=CC=1)C1C=CC(O)=CC=1)=O.FC1C=C(C=CC=1O)C(N(C1C=CC(O)=CC=1)C1C=CC=CC=1)=O.FC1C(C)=C(C=CC=1)C(N(C1C=CC(O)=CC=1)C1C=CC(O)=CC=1)=O. (4) Given the product [C:1]([O:5][C:6]([NH:8][C:9]1[CH:14]=[CH:13][CH:12]=[CH:11][C:10]=1[NH:15][C:16](=[O:32])[C:17]1[CH:18]=[CH:19][C:20]([C:34]2[CH:35]=[N:36][C:37]([Cl:40])=[N:38][CH:39]=2)=[CH:21][CH:22]=1)=[O:7])([CH3:4])([CH3:2])[CH3:3], predict the reactants needed to synthesize it. The reactants are: [C:1]([O:5][C:6]([NH:8][C:9]1[CH:14]=[CH:13][CH:12]=[CH:11][C:10]=1[NH:15][C:16](=[O:32])[C:17]1[CH:22]=[CH:21][C:20](B2OC(C)(C)C(C)(C)O2)=[CH:19][CH:18]=1)=[O:7])([CH3:4])([CH3:3])[CH3:2].Br[C:34]1[CH:35]=[N:36][C:37]([Cl:40])=[N:38][CH:39]=1.C(=O)([O-])O.[Na+].